From a dataset of Drug-target binding data from BindingDB using IC50 measurements. Regression. Given a target protein amino acid sequence and a drug SMILES string, predict the binding affinity score between them. We predict pIC50 (pIC50 = -log10(IC50 in M); higher means more potent). Dataset: bindingdb_ic50. The drug is CN[C@@H](C)C(=O)N[C@@H]1C(=O)N(Cc2nn(-c3ccccc3C#N)c3ccccc23)c2ccccc2N(C(C)=O)[C@H]1C. The target protein sequence is MRHHHHHHRDHFALDRPSETHADYLLRTGQVVDISDTIYPRNPAMYSEEARLKSFQNWPDYAHLTPRELASAGLYYTGIGDQVQCFACGGKLKNWEPGDFPNCFFVLGRAWSEHRRHRNLNIRSE. The pIC50 is 7.4.